This data is from Reaction yield outcomes from USPTO patents with 853,638 reactions. The task is: Predict the reaction yield, written as a fraction of the theoretical maximum amount of product (1.0 means a 100% yield; for example, 0.34 means a 34% yield). (1) The reactants are C1(P(C2C=CC=CC=2)C2C=CC=CC=2)C=CC=CC=1.[CH3:20][C:21]1[N:22]=[CH:23][C:24]2[C:29]([CH:30]=1)=[CH:28][CH:27]=[C:26]([OH:31])[CH:25]=2.[C:32]([C@@H:36]1[CH2:41][CH2:40][C@H:39](O)[CH2:38][CH2:37]1)([CH3:35])([CH3:34])[CH3:33].C1(C)C=CC=CC=1.N(C(OC(C)C)=O)=NC(OC(C)C)=O. No catalyst specified. The product is [C:32]([C@H:36]1[CH2:41][CH2:40][C@H:39]([O:31][C:26]2[CH:25]=[C:24]3[C:29]([CH:30]=[C:21]([CH3:20])[N:22]=[CH:23]3)=[CH:28][CH:27]=2)[CH2:38][CH2:37]1)([CH3:35])([CH3:34])[CH3:33]. The yield is 0.520. (2) The reactants are Br[C:2]1[C:3]([O:14][CH2:15][CH:16]2[CH2:18][CH2:17]2)=[CH:4][C:5](=[O:13])[N:6]([CH2:8][S:9]([CH3:12])(=[O:11])=[O:10])[CH:7]=1.[CH3:19][N:20]1[CH:25]=[C:24](B2OC(C)(C)C(C)(C)O2)[CH:23]=[CH:22][C:21]1=[O:35].[O-]P([O-])([O-])=O.[K+].[K+].[K+]. The catalyst is O1CCOCC1.O.C1C=CC(P(C2C=CC=CC=2)[C-]2C=CC=C2)=CC=1.C1C=CC(P(C2C=CC=CC=2)[C-]2C=CC=C2)=CC=1.Cl[Pd]Cl.[Fe+2]. The product is [CH:16]1([CH2:15][O:14][C:3]2[C:2]([C:24]3[CH:23]=[CH:22][C:21](=[O:35])[N:20]([CH3:19])[CH:25]=3)=[CH:7][N:6]([CH2:8][S:9]([CH3:12])(=[O:11])=[O:10])[C:5](=[O:13])[CH:4]=2)[CH2:18][CH2:17]1. The yield is 0.315. (3) The reactants are [F:1][C:2]1[CH:7]=[CH:6][C:5]([N:8]2[C:12]([CH:13]([CH3:15])[CH3:14])=[C:11]([NH2:16])[CH:10]=[N:9]2)=[CH:4][CH:3]=1.[Cl:17][C:18]1[C:19]([C:29]([F:32])([F:31])[F:30])=[N:20][N:21]([CH:24]([CH3:28])[C:25](O)=[O:26])[C:22]=1[CH3:23].C(N(C(C)C)CC)(C)C.CN(C(ON1N=NC2C=CC=NC1=2)=[N+](C)C)C.F[P-](F)(F)(F)(F)F. The catalyst is CN(C=O)C.O. The product is [Cl:17][C:18]1[C:19]([C:29]([F:31])([F:30])[F:32])=[N:20][N:21]([CH:24]([CH3:28])[C:25]([NH:16][C:11]2[CH:10]=[N:9][N:8]([C:5]3[CH:4]=[CH:3][C:2]([F:1])=[CH:7][CH:6]=3)[C:12]=2[CH:13]([CH3:14])[CH3:15])=[O:26])[C:22]=1[CH3:23]. The yield is 0.320. (4) The reactants are C([O:8][CH2:9][CH:10]([CH2:19][O:20][Si:21]([CH3:27])([CH3:26])[C:22]([CH3:25])([CH3:24])[CH3:23])[O:11][Si:12]([CH3:18])([CH3:17])[C:13]([CH3:16])([CH3:15])[CH3:14])C1C=CC=CC=1. The catalyst is CCOC(C)=O.[Pd]. The product is [Si:12]([O:11][CH:10]([CH2:19][O:20][Si:21]([C:22]([CH3:25])([CH3:24])[CH3:23])([CH3:26])[CH3:27])[CH2:9][OH:8])([C:13]([CH3:16])([CH3:15])[CH3:14])([CH3:18])[CH3:17]. The yield is 1.00. (5) The reactants are [C:1]1([C:7]2[NH:8][CH:9]=[CH:10][CH:11]=2)[CH:6]=[CH:5][CH:4]=[CH:3][CH:2]=1.CC[Mg+].[Br-].[C:16]1([C:22](=[O:30])SC2C=CC=CN=2)[CH:21]=[CH:20][CH:19]=[CH:18][CH:17]=1. The catalyst is C1COCC1. The product is [C:16]1([C:22]([C:9]2[NH:8][C:7]([C:1]3[CH:2]=[CH:3][CH:4]=[CH:5][CH:6]=3)=[CH:11][CH:10]=2)=[O:30])[CH:21]=[CH:20][CH:19]=[CH:18][CH:17]=1. The yield is 0.480. (6) The reactants are [CH3:13][C:12]([O:11][C:9](O[C:9]([O:11][C:12]([CH3:15])([CH3:14])[CH3:13])=[O:10])=[O:10])([CH3:15])[CH3:14].[NH2:16][CH2:17][C:18]1[CH:23]=[CH:22][C:21]([C:24]2[CH:29]=[CH:28][CH:27]=[CH:26][C:25]=2[O:30][CH2:31][CH3:32])=[C:20]([NH2:33])[CH:19]=1. The catalyst is O1CCOCC1. The product is [C:12]([O:11][C:9](=[O:10])[NH:16][CH2:17][C:18]1[CH:23]=[CH:22][C:21]([C:24]2[CH:29]=[CH:28][CH:27]=[CH:26][C:25]=2[O:30][CH2:31][CH3:32])=[C:20]([NH2:33])[CH:19]=1)([CH3:13])([CH3:14])[CH3:15]. The yield is 0.310. (7) The reactants are C(NC(C)C)(C)C.C([Li])CCC.[CH3:13][C@@H:14]1[C@H:18]([C:19]2[CH:24]=[CH:23][CH:22]=[CH:21][CH:20]=2)[O:17][C:16](=[O:25])[N:15]1[C:26](=[O:35])[CH2:27][CH2:28][C@H:29]([CH3:34])[CH2:30][CH2:31][CH2:32][CH3:33].Br[CH2:37][C:38]([O:40][C:41]([CH3:44])([CH3:43])[CH3:42])=[O:39]. The catalyst is C1COCC1. The product is [C:41]([O:40][C:38](=[O:39])[CH2:37][C@@H:27]([C:26]([N:15]1[C@H:14]([CH3:13])[C@H:18]([C:19]2[CH:24]=[CH:23][CH:22]=[CH:21][CH:20]=2)[O:17][C:16]1=[O:25])=[O:35])[CH2:28][C@H:29]([CH3:34])[CH2:30][CH2:31][CH2:32][CH3:33])([CH3:44])([CH3:43])[CH3:42]. The yield is 0.610.